Task: Predict the product of the given reaction.. Dataset: Forward reaction prediction with 1.9M reactions from USPTO patents (1976-2016) (1) Given the reactants [F:1][C:2]1[CH:7]=[CH:6][C:5]([C:8]2[O:9][C:10]3[CH:20]=[CH:19][C:18]([C:21]4[CH:22]=[C:23]([CH:27]=[CH:28][CH:29]=4)[C:24](O)=[O:25])=[CH:17][C:11]=3[C:12]=2[C:13](=[O:16])[NH:14][CH3:15])=[CH:4][CH:3]=1.CCN=C=NCCCN(C)C.Cl.[C:42]1([S:48]([NH2:51])(=[O:50])=[O:49])[CH:47]=[CH:46][CH:45]=[CH:44][CH:43]=1.ClCCCl, predict the reaction product. The product is: [F:1][C:2]1[CH:7]=[CH:6][C:5]([C:8]2[O:9][C:10]3[CH:20]=[CH:19][C:18]([C:21]4[CH:29]=[CH:28][CH:27]=[C:23]([C:24](=[O:25])[NH:51][S:48]([C:42]5[CH:47]=[CH:46][CH:45]=[CH:44][CH:43]=5)(=[O:50])=[O:49])[CH:22]=4)=[CH:17][C:11]=3[C:12]=2[C:13]([NH:14][CH3:15])=[O:16])=[CH:4][CH:3]=1. (2) Given the reactants [OH:1][CH:2]([C:6]1[CH:11]=[CH:10][CH:9]=[C:8]([C:12]2[CH:13]=[C:14]3[C:20]([C:21]4[CH:26]=[CH:25][CH:24]=[CH:23][C:22]=4[O:27][CH3:28])=[N:19][N:18](CO)[C:15]3=[N:16][CH:17]=2)[CH:7]=1)[C:3]([OH:5])=O.[CH3:31][NH:32][CH2:33][C:34]#[N:35].C(N(C(C)C)CC)(C)C, predict the reaction product. The product is: [C:34]([CH2:33][N:32]([CH3:31])[C:3](=[O:5])[CH:2]([OH:1])[C:6]1[CH:11]=[CH:10][CH:9]=[C:8]([C:12]2[CH:13]=[C:14]3[C:20]([C:21]4[CH:26]=[CH:25][CH:24]=[CH:23][C:22]=4[O:27][CH3:28])=[N:19][NH:18][C:15]3=[N:16][CH:17]=2)[CH:7]=1)#[N:35]. (3) Given the reactants Cl[C:2]1[CH:3]=[C:4]([C:8]2[CH:13]=[CH:12][C:11]([C:14]3[CH:19]=[CH:18][CH:17]=[CH:16][CH:15]=3)=[CH:10][CH:9]=2)[CH:5]=[CH:6][CH:7]=1.[CH3:20][C:21]1([CH3:37])[C:25]([CH3:27])([CH3:26])[O:24][B:23]([B:23]2[O:24][C:25]([CH3:27])([CH3:26])[C:21]([CH3:37])([CH3:20])[O:22]2)[O:22]1.COC1C=CC=C(OC)C=1C1C=CC=CC=1P(C1CCCCC1)C1CCCCC1.[O-]P([O-])([O-])=O.[K+].[K+].[K+], predict the reaction product. The product is: [C:4]1([C:8]2[CH:13]=[CH:12][C:11]([C:14]3[CH:19]=[CH:18][CH:17]=[CH:16][CH:15]=3)=[CH:10][CH:9]=2)[CH:5]=[CH:6][CH:7]=[C:2]([B:23]2[O:24][C:25]([CH3:27])([CH3:26])[C:21]([CH3:37])([CH3:20])[O:22]2)[CH:3]=1. (4) The product is: [CH2:15]([O:14][C@H:13]1[C@H:12]([O:22][CH2:23][C:24]2[CH:29]=[CH:28][CH:27]=[CH:26][CH:25]=2)[C@@H:11]([O:30][CH2:31][C:32]2[CH:37]=[CH:36][CH:35]=[CH:34][CH:33]=2)[C@@:10]([C:40]2[CH:45]=[CH:44][C:43]([Cl:46])=[C:42]([CH2:47][C:48]3[CH:49]=[CH:50][C:51]([O:54][C:55]([F:57])([F:58])[F:56])=[CH:52][CH:53]=3)[CH:41]=2)([O:38][CH3:39])[O:9][C@@H:8]1[CH2:7][OH:6])[C:16]1[CH:17]=[CH:18][CH:19]=[CH:20][CH:21]=1. Given the reactants C([Si](C)(C)[O:6][CH2:7][C@@H:8]1[C@@H:13]([O:14][CH2:15][C:16]2[CH:21]=[CH:20][CH:19]=[CH:18][CH:17]=2)[C@H:12]([O:22][CH2:23][C:24]2[CH:29]=[CH:28][CH:27]=[CH:26][CH:25]=2)[C@@H:11]([O:30][CH2:31][C:32]2[CH:37]=[CH:36][CH:35]=[CH:34][CH:33]=2)[C@@:10]([C:40]2[CH:45]=[CH:44][C:43]([Cl:46])=[C:42]([CH2:47][C:48]3[CH:53]=[CH:52][C:51]([O:54][C:55]([F:58])([F:57])[F:56])=[CH:50][CH:49]=3)[CH:41]=2)([O:38][CH3:39])[O:9]1)(C)(C)C.[F-].C([N+](CCCC)(CCCC)CCCC)CCC, predict the reaction product. (5) Given the reactants [Cl:1][C:2]1[CH:3]=[C:4]([NH2:9])[CH:5]=[C:6]([NH2:8])[CH:7]=1.C([Li])CCC.Cl[C:16]1[S:17][C:18]2[CH:24]=[C:23]([Cl:25])[CH:22]=[CH:21][C:19]=2[N:20]=1.O, predict the reaction product. The product is: [Cl:1][C:2]1[CH:7]=[C:6]([NH2:8])[CH:5]=[C:4]([NH:9][C:16]2[S:17][C:18]3[CH:24]=[C:23]([Cl:25])[CH:22]=[CH:21][C:19]=3[N:20]=2)[CH:3]=1. (6) Given the reactants [CH2:1]([N:3]1[CH2:7][CH2:6][C@@H:5]([C:8]([NH:10][CH2:11][C:12]2[CH:17]=[C:16]([F:18])[CH:15]=[CH:14][C:13]=2[S:19]([NH:22][C:23]2[C:32]([C:33]([O:35]C)=[O:34])=[C:31]3[C:26]([CH:27]4[CH2:37][CH:28]4[CH2:29][O:30]3)=[CH:25][CH:24]=2)(=[O:21])=[O:20])=[O:9])[CH2:4]1)[CH3:2].O.[OH-].[Li+].O, predict the reaction product. The product is: [CH2:1]([N:3]1[CH2:7][CH2:6][C@@H:5]([C:8]([NH:10][CH2:11][C:12]2[CH:17]=[C:16]([F:18])[CH:15]=[CH:14][C:13]=2[S:19]([NH:22][C:23]2[C:32]([C:33]([OH:35])=[O:34])=[C:31]3[C:26]([CH:27]4[CH2:37][CH:28]4[CH2:29][O:30]3)=[CH:25][CH:24]=2)(=[O:20])=[O:21])=[O:9])[CH2:4]1)[CH3:2].